This data is from Forward reaction prediction with 1.9M reactions from USPTO patents (1976-2016). The task is: Predict the product of the given reaction. Given the reactants [NH2:1][C:2]1[S:3][C:4]([C:10]2[C:15]([F:16])=[CH:14][C:13]([C:17]([OH:20])([CH3:19])[CH3:18])=[CH:12][C:11]=2[F:21])=[CH:5][C:6]=1[C:7]([NH2:9])=[O:8].Br[C:23]1[CH:28]=[CH:27][CH:26]=[C:25]([CH2:29][O:30][CH:31]2[CH2:36][CH2:35][S:34](=[O:38])(=[O:37])[CH2:33][CH2:32]2)[N:24]=1, predict the reaction product. The product is: [F:16][C:15]1[CH:14]=[C:13]([C:17]([OH:20])([CH3:18])[CH3:19])[CH:12]=[C:11]([F:21])[C:10]=1[C:4]1[S:3][C:2]([NH:1][C:23]2[CH:28]=[CH:27][CH:26]=[C:25]([CH2:29][O:30][CH:31]3[CH2:36][CH2:35][S:34](=[O:37])(=[O:38])[CH2:33][CH2:32]3)[N:24]=2)=[C:6]([C:7]([NH2:9])=[O:8])[CH:5]=1.